The task is: Binary Classification. Given two protein amino acid sequences, predict whether they physically interact or not.. This data is from Human Reference Interactome with 51,813 positive PPI pairs across 8,248 proteins, plus equal number of experimentally-validated negative pairs. Protein 1 (ENSG00000184330) has sequence MSNTQAERSIIGMIDMFHKYTGRDGKIEKPSLLTMMKENFPNFLSACDKKGIHYLATVFEKKDKNEDKKIDFSEFLSLLGDIAADYHKQSHGAAPCSGGSQ*. Protein 2 (ENSG00000197364) has sequence MNIPLGEKVMLDIVAMFRQYSGDDGRMDMPGLVNLMKENFPNFLSGCEKSDMDYLSNALEKKDDNKDKKVNYSEFLSLLGDITIDHHKIMHGVAPCSGGSQ*. Result: 1 (the proteins interact).